Dataset: Forward reaction prediction with 1.9M reactions from USPTO patents (1976-2016). Task: Predict the product of the given reaction. (1) Given the reactants [I:1][C:2]1[CH:7]=[C:6]([I:8])[CH:5]=[C:4]([I:9])[C:3]=1[OH:10].[CH3:11][Si](C=[N+]=[N-])(C)C.CO, predict the reaction product. The product is: [I:1][C:2]1[CH:7]=[C:6]([I:8])[CH:5]=[C:4]([I:9])[C:3]=1[O:10][CH3:11]. (2) Given the reactants [CH:1](=O)[C:2]1[CH:7]=[CH:6][CH:5]=[CH:4][CH:3]=1.C(O[BH-](OC(=O)C)OC(=O)C)(=O)C.[Na+].C(O)(=O)C.[Cl:27][C:28]1[CH:29]=[C:30]([CH:34]=[CH:35][C:36]=1[NH:37][CH:38]1[CH2:43][CH2:42][NH:41][CH2:40][CH2:39]1)[C:31]([NH2:33])=[O:32].[OH-].[Na+], predict the reaction product. The product is: [CH2:1]([N:41]1[CH2:42][CH2:43][CH:38]([NH:37][C:36]2[CH:35]=[CH:34][C:30]([C:31]([NH2:33])=[O:32])=[CH:29][C:28]=2[Cl:27])[CH2:39][CH2:40]1)[C:2]1[CH:7]=[CH:6][CH:5]=[CH:4][CH:3]=1.